From a dataset of Cav3 T-type calcium channel HTS with 100,875 compounds. Binary Classification. Given a drug SMILES string, predict its activity (active/inactive) in a high-throughput screening assay against a specified biological target. (1) The molecule is o1c(CN2CCN(CC2)c2c(c(ccc2)C)C)c(O)c(=O)cc1CO. The result is 0 (inactive). (2) The drug is S(c1n(Cc2occc2)c(nn1)CSc1nc(cc(n1)C)C)CC(=O)Nc1sc(cn1)C. The result is 0 (inactive).